From a dataset of Peptide-MHC class II binding affinity with 134,281 pairs from IEDB. Regression. Given a peptide amino acid sequence and an MHC pseudo amino acid sequence, predict their binding affinity value. This is MHC class II binding data. (1) The peptide sequence is VLAVGPAYSAHCIGI. The MHC is HLA-DQA10103-DQB10603 with pseudo-sequence HLA-DQA10103-DQB10603. The binding affinity (normalized) is 0. (2) The peptide sequence is PGTFQTTTGEIGAIA. The MHC is DRB4_0101 with pseudo-sequence DRB4_0103. The binding affinity (normalized) is 0.305. (3) The peptide sequence is GAMVATNFFGINTIP. The MHC is DRB1_1201 with pseudo-sequence DRB1_1201. The binding affinity (normalized) is 0.349.